Dataset: Peptide-MHC class I binding affinity with 185,985 pairs from IEDB/IMGT. Task: Regression. Given a peptide amino acid sequence and an MHC pseudo amino acid sequence, predict their binding affinity value. This is MHC class I binding data. The peptide sequence is VLYCVHQEI. The MHC is HLA-A26:01 with pseudo-sequence HLA-A26:01. The binding affinity (normalized) is 0.0847.